The task is: Predict which catalyst facilitates the given reaction.. This data is from Catalyst prediction with 721,799 reactions and 888 catalyst types from USPTO. (1) Reactant: [CH3:1][O-:2].[Na+].[CH:4]1[C:5]([C:26]([F:29])([F:28])[F:27])=[CH:6][C:7]([Cl:25])=[C:8]([N:11]2[N:15]=[C:14]([C:16]#[N:17])[C:13]([S+:18]([O-:23])[C:19]([F:22])([F:21])[F:20])=[C:12]2[NH2:24])[C:9]=1[Cl:10].C=O. Product: [C:16]([C:14]1[C:13]([S:18]([C:19]([F:22])([F:20])[F:21])=[O:23])=[C:12]([NH:24][CH2:1][OH:2])[N:11]([C:8]2[C:7]([Cl:25])=[CH:6][C:5]([C:26]([F:27])([F:29])[F:28])=[CH:4][C:9]=2[Cl:10])[N:15]=1)#[N:17]. The catalyst class is: 5. (2) Reactant: F[P-](F)(F)(F)(F)F.N1(OC(N(C)C)=[N+](C)C)C2N=CC=CC=2N=N1.[F:25][C:26]1[CH:31]=[C:30]([CH2:32][S:33][C:34]2[C:39]([C:40]([OH:42])=O)=[CH:38][CH:37]=[CH:36][N:35]=2)[CH:29]=[CH:28][N:27]=1.[NH2:43][C:44]1[CH:49]=[C:48]([CH3:50])[CH:47]=[C:46]([CH3:51])[CH:45]=1.C(N(CC)C(C)C)(C)C. Product: [CH3:51][C:46]1[CH:45]=[C:44]([NH:43][C:40]([C:39]2[C:34]([S:33][CH2:32][C:30]3[CH:29]=[CH:28][N:27]=[C:26]([F:25])[CH:31]=3)=[N:35][CH:36]=[CH:37][CH:38]=2)=[O:42])[CH:49]=[C:48]([CH3:50])[CH:47]=1. The catalyst class is: 42.